This data is from Catalyst prediction with 721,799 reactions and 888 catalyst types from USPTO. The task is: Predict which catalyst facilitates the given reaction. (1) Product: [C:17]([N:7]1[C@H:4]([CH:1]([CH3:2])[CH3:3])[C@H:5]([O:9][Si:10]([CH2:15][CH3:16])([CH2:13][CH3:14])[CH2:11][CH3:12])[C:6]1=[O:8])(=[O:24])[C:18]1[CH:23]=[CH:22][CH:21]=[CH:20][CH:19]=1. The catalyst class is: 143. Reactant: [CH:1]([C@H:4]1[NH:7][C:6](=[O:8])[C@H:5]1[O:9][Si:10]([CH2:15][CH3:16])([CH2:13][CH3:14])[CH2:11][CH3:12])([CH3:3])[CH3:2].[C:17](Cl)(=[O:24])[C:18]1[CH:23]=[CH:22][CH:21]=[CH:20][CH:19]=1.C(N(C(C)C)CC)(C)C. (2) Reactant: [NH2:1][CH2:2][CH:3]([C:17]1[CH:22]=[CH:21][C:20]([CH2:23][O:24][Si:25]([CH:32]([CH3:34])[CH3:33])([CH:29]([CH3:31])[CH3:30])[CH:26]([CH3:28])[CH3:27])=[CH:19][CH:18]=1)[C:4]([NH:6][C:7]1[CH:8]=[C:9]2[C:14](=[CH:15][CH:16]=1)[CH:13]=[N:12][CH:11]=[CH:10]2)=[O:5].[CH3:35][C:36]([O:39][C:40](O[C:40]([O:39][C:36]([CH3:38])([CH3:37])[CH3:35])=[O:41])=[O:41])([CH3:38])[CH3:37]. The catalyst class is: 2. Product: [CH:13]1[C:14]2[C:9](=[CH:8][C:7]([NH:6][C:4](=[O:5])[CH:3]([C:17]3[CH:22]=[CH:21][C:20]([CH2:23][O:24][Si:25]([CH:26]([CH3:28])[CH3:27])([CH:32]([CH3:34])[CH3:33])[CH:29]([CH3:31])[CH3:30])=[CH:19][CH:18]=3)[CH2:2][NH:1][C:40](=[O:41])[O:39][C:36]([CH3:38])([CH3:37])[CH3:35])=[CH:16][CH:15]=2)[CH:10]=[CH:11][N:12]=1. (3) Reactant: [F:1][C:2]1[CH:7]=[CH:6][C:5]([CH2:8][C:9](=[O:12])[CH2:10][CH3:11])=[CH:4][C:3]=1[N+:13]([O-])=O. Product: [NH2:13][C:3]1[CH:4]=[C:5]([CH2:8][C:9](=[O:12])[CH2:10][CH3:11])[CH:6]=[CH:7][C:2]=1[F:1]. The catalyst class is: 99. (4) Reactant: [CH3:1][CH:2]([CH3:18])[CH2:3][NH:4][C:5]1[C:14]2[C:9](=[CH:10][CH:11]=[CH:12][N:13]=2)[N:8]=[CH:7][C:6]=1[N+:15]([O-])=O. Product: [CH3:1][CH:2]([CH3:18])[CH2:3][NH:4][C:5]1[C:14]2[C:9](=[CH:10][CH:11]=[CH:12][N:13]=2)[N:8]=[CH:7][C:6]=1[NH2:15]. The catalyst class is: 553. (5) Reactant: [NH2:1][C:2]1[N:7]=[C:6]([N:8]2[CH2:13][CH2:12][CH2:11][C@@H:10]([C:14]([N:16]3[CH2:20][CH2:19][CH2:18][CH2:17]3)=[O:15])[CH2:9]2)[CH:5]=[CH:4][C:3]=1[N+:21]([O-])=O. Product: [NH2:21][C:3]1[CH:4]=[CH:5][C:6]([N:8]2[CH2:13][CH2:12][CH2:11][C@@H:10]([C:14]([N:16]3[CH2:20][CH2:19][CH2:18][CH2:17]3)=[O:15])[CH2:9]2)=[N:7][C:2]=1[NH2:1]. The catalyst class is: 29. (6) Reactant: [NH2:1][C:2]1[N:6]([C:7]2[CH:12]=[CH:11][C:10]([F:13])=[CH:9][CH:8]=2)[N:5]=[CH:4][C:3]=1[C:14]([NH:16][CH2:17][C:18]1([C:21]([F:24])([F:23])[F:22])[CH2:20][O:19]1)=[O:15].[CH3:25][NH2:26]. Product: [NH2:1][C:2]1[N:6]([C:7]2[CH:12]=[CH:11][C:10]([F:13])=[CH:9][CH:8]=2)[N:5]=[CH:4][C:3]=1[C:14]([NH:16][CH2:17][C:18]([OH:19])([CH2:20][NH:26][CH3:25])[C:21]([F:24])([F:22])[F:23])=[O:15]. The catalyst class is: 7.